From a dataset of NCI-60 drug combinations with 297,098 pairs across 59 cell lines. Regression. Given two drug SMILES strings and cell line genomic features, predict the synergy score measuring deviation from expected non-interaction effect. (1) Drug 1: C1=CN(C(=O)N=C1N)C2C(C(C(O2)CO)O)(F)F. Drug 2: CC1CC(C(C(C=C(C(C(C=CC=C(C(=O)NC2=CC(=O)C(=C(C1)C2=O)OC)C)OC)OC(=O)N)C)C)O)OC. Cell line: T-47D. Synergy scores: CSS=34.6, Synergy_ZIP=1.36, Synergy_Bliss=-0.379, Synergy_Loewe=-27.7, Synergy_HSA=1.41. (2) Drug 1: CCCS(=O)(=O)NC1=C(C(=C(C=C1)F)C(=O)C2=CNC3=C2C=C(C=N3)C4=CC=C(C=C4)Cl)F. Drug 2: CN(CC1=CN=C2C(=N1)C(=NC(=N2)N)N)C3=CC=C(C=C3)C(=O)NC(CCC(=O)O)C(=O)O. Cell line: UACC-257. Synergy scores: CSS=23.3, Synergy_ZIP=-3.42, Synergy_Bliss=-2.98, Synergy_Loewe=-3.62, Synergy_HSA=-1.93. (3) Drug 1: C1=CC(=C2C(=C1NCCNCCO)C(=O)C3=C(C=CC(=C3C2=O)O)O)NCCNCCO. Drug 2: COC1=NC(=NC2=C1N=CN2C3C(C(C(O3)CO)O)O)N. Cell line: DU-145. Synergy scores: CSS=60.4, Synergy_ZIP=11.9, Synergy_Bliss=7.03, Synergy_Loewe=-54.3, Synergy_HSA=5.74. (4) Drug 1: COC1=CC(=CC(=C1O)OC)C2C3C(COC3=O)C(C4=CC5=C(C=C24)OCO5)OC6C(C(C7C(O6)COC(O7)C8=CC=CS8)O)O. Drug 2: COCCOC1=C(C=C2C(=C1)C(=NC=N2)NC3=CC=CC(=C3)C#C)OCCOC.Cl. Cell line: HCT-15. Synergy scores: CSS=55.2, Synergy_ZIP=1.52, Synergy_Bliss=5.10, Synergy_Loewe=-22.3, Synergy_HSA=5.22. (5) Cell line: BT-549. Synergy scores: CSS=5.24, Synergy_ZIP=0.580, Synergy_Bliss=2.40, Synergy_Loewe=2.56, Synergy_HSA=2.07. Drug 2: C(CCl)NC(=O)N(CCCl)N=O. Drug 1: C1=CN(C=N1)CC(O)(P(=O)(O)O)P(=O)(O)O. (6) Drug 1: C1CCC(C1)C(CC#N)N2C=C(C=N2)C3=C4C=CNC4=NC=N3. Drug 2: CN1CCC(CC1)COC2=C(C=C3C(=C2)N=CN=C3NC4=C(C=C(C=C4)Br)F)OC. Cell line: TK-10. Synergy scores: CSS=16.2, Synergy_ZIP=-9.66, Synergy_Bliss=0.520, Synergy_Loewe=-9.07, Synergy_HSA=0.935. (7) Drug 1: C1=CC(=CC=C1CCCC(=O)O)N(CCCl)CCCl. Drug 2: CC12CCC3C(C1CCC2O)C(CC4=C3C=CC(=C4)O)CCCCCCCCCS(=O)CCCC(C(F)(F)F)(F)F. Cell line: TK-10. Synergy scores: CSS=14.8, Synergy_ZIP=-4.69, Synergy_Bliss=-4.28, Synergy_Loewe=-2.56, Synergy_HSA=-2.48. (8) Drug 1: CS(=O)(=O)C1=CC(=C(C=C1)C(=O)NC2=CC(=C(C=C2)Cl)C3=CC=CC=N3)Cl. Drug 2: CC1C(C(CC(O1)OC2CC(CC3=C2C(=C4C(=C3O)C(=O)C5=C(C4=O)C(=CC=C5)OC)O)(C(=O)C)O)N)O.Cl. Cell line: SNB-19. Synergy scores: CSS=40.2, Synergy_ZIP=17.0, Synergy_Bliss=23.9, Synergy_Loewe=8.95, Synergy_HSA=23.6.